Dataset: Full USPTO retrosynthesis dataset with 1.9M reactions from patents (1976-2016). Task: Predict the reactants needed to synthesize the given product. Given the product [N+:60]([C:63]1[S:67][C:66]([S:68]([N:16]2[CH2:15][CH2:14][NH:13][C@@H:12]([CH2:11][N:10]3[CH:8]4[CH2:9][CH:2]([OH:1])[CH2:3][CH:4]3[CH2:5][O:6][CH2:7]4)[CH2:17]2)(=[O:70])=[O:69])=[CH:65][CH:64]=1)([O-:62])=[O:61].[N+:60]([C:63]1[S:67][C:66]([S:68]([N:39]2[CH2:38][CH2:37][NH:36][C@@H:35]([CH2:34][N:33]3[CH:31]4[CH2:32][C:25](=[O:24])[CH2:26][CH:27]3[CH2:28][O:29][CH2:30]4)[CH2:40]2)(=[O:70])=[O:69])=[CH:65][CH:64]=1)([O-:62])=[O:61], predict the reactants needed to synthesize it. The reactants are: [O:1]=[C:2]1[CH2:9][CH:8]2[N:10]([CH2:11][C@H:12]3[CH2:17][N:16](C([O-])=O)[CH2:15][CH2:14][N:13]3C([O-])=O)[CH:4]([CH2:5][O:6][CH2:7]2)[CH2:3]1.[OH:24][CH:25]1[CH2:32][CH:31]2[N:33]([CH2:34][C@H:35]3[CH2:40][N:39](C([O-])=O)[CH2:38][CH2:37][N:36]3C([O-])=O)[CH:27]([CH2:28][O:29][CH2:30]2)[CH2:26]1.O1CCOCC1.C(N(CC)CC)C.[N+:60]([C:63]1[S:67][C:66]([S:68](Cl)(=[O:70])=[O:69])=[CH:65][CH:64]=1)([O-:62])=[O:61].